Dataset: Full USPTO retrosynthesis dataset with 1.9M reactions from patents (1976-2016). Task: Predict the reactants needed to synthesize the given product. Given the product [F:1][C:2]1[CH:3]=[C:4]([NH:28][C:39]([NH:38][C:36](=[O:37])[CH2:35][C:29]2[CH:30]=[CH:31][CH:32]=[CH:33][CH:34]=2)=[S:40])[CH:5]=[CH:6][C:7]=1[O:8][C:9]1[CH:14]=[CH:13][N:12]=[C:11]2[CH:15]=[C:16]([C:18]3[CH:19]=[CH:20][C:21]([S:24]([CH3:27])(=[O:25])=[O:26])=[CH:22][CH:23]=3)[S:17][C:10]=12, predict the reactants needed to synthesize it. The reactants are: [F:1][C:2]1[CH:3]=[C:4]([NH2:28])[CH:5]=[CH:6][C:7]=1[O:8][C:9]1[CH:14]=[CH:13][N:12]=[C:11]2[CH:15]=[C:16]([C:18]3[CH:23]=[CH:22][C:21]([S:24]([CH3:27])(=[O:26])=[O:25])=[CH:20][CH:19]=3)[S:17][C:10]=12.[C:29]1([CH2:35][C:36]([N:38]=[C:39]=[S:40])=[O:37])[CH:34]=[CH:33][CH:32]=[CH:31][CH:30]=1.